The task is: Predict the product of the given reaction.. This data is from Forward reaction prediction with 1.9M reactions from USPTO patents (1976-2016). (1) The product is: [CH2:12]([O:9][C:4]([CH3:5])([CH3:3])[CH2:6][CH:7]=[CH2:8])[CH:11]=[CH2:10]. Given the reactants [H-].[Na+].[CH3:3][C:4]([OH:9])([CH2:6][CH:7]=[CH2:8])[CH3:5].[CH2:10](Br)[CH:11]=[CH2:12], predict the reaction product. (2) The product is: [NH2:42][C:43]1[C:48]([CH3:49])=[CH:47][C:46]([CH2:50][C@@H:51]([NH:55][C:56]([N:58]2[CH2:63][CH2:62][CH:61]([N:64]3[CH2:70][CH2:69][C:74]4[CH:73]=[CH:72][CH:71]=[CH:68][C:67]=4[NH:66][C:65]3=[O:75])[CH2:60][CH2:59]2)=[O:57])[C:52]([N:11]2[CH2:6][CH2:5][N:4]([CH:7]3[CH2:9][CH2:8]3)[CH2:1][CH2:3]2)=[O:53])=[CH:45][C:44]=1[Cl:76]. Given the reactants [CH:1]([N:4]([CH:7]([CH3:9])[CH3:8])[CH2:5][CH3:6])([CH3:3])C.C[N:11](C(ON1N=NC2C=CC=CC1=2)=[N+](C)C)C.[B-](F)(F)(F)F.C1C=CC2N(O)N=NC=2C=1.[NH2:42][C:43]1[C:48]([CH3:49])=[CH:47][C:46]([CH2:50][C@@H:51]([NH:55][C:56]([N:58]2[CH2:63][CH2:62][CH:61]([N:64]3[CH2:70][CH2:69][C:68]4[CH:71]=[CH:72][CH:73]=[CH:74][C:67]=4[NH:66][C:65]3=[O:75])[CH2:60][CH2:59]2)=[O:57])[C:52](O)=[O:53])=[CH:45][C:44]=1[Cl:76].C1(N2CCNCC2)CC1.C(=O)([O-])O.[Na+], predict the reaction product. (3) Given the reactants [Cl:1][C:2]1[C:13]2[C:12](=[O:14])[N:11]([CH:15]3[CH2:20][CH2:19][N:18]([CH3:21])[CH2:17][CH2:16]3)[C:10](=[O:22])[C:9]=2[CH:8]=[C:7]2[C:3]=1[N:4]=[C:5]([C:23]1[C:24](=[O:30])[NH:25][CH:26]=[CH:27][C:28]=1Cl)[NH:6]2.[NH2:31][CH2:32][C@@H:33]([OH:44])[CH2:34][O:35][C:36]1[CH:41]=[CH:40][C:39]([CH3:42])=[CH:38][C:37]=1[CH3:43].CCN(CC)CC, predict the reaction product. The product is: [Cl:1][C:2]1[C:13]2[C:12](=[O:14])[N:11]([CH:15]3[CH2:20][CH2:19][N:18]([CH3:21])[CH2:17][CH2:16]3)[C:10](=[O:22])[C:9]=2[CH:8]=[C:7]2[C:3]=1[N:4]=[C:5]([C:23]1[C:24](=[O:30])[NH:25][CH:26]=[CH:27][C:28]=1[NH:31][CH2:32][CH:33]([OH:44])[CH2:34][O:35][C:36]1[CH:41]=[CH:40][C:39]([CH3:42])=[CH:38][C:37]=1[CH3:43])[NH:6]2. (4) Given the reactants [I:1][C:2]1[CH:8]=[CH:7][CH:6]=[CH:5][C:3]=1[NH2:4].[C:9](Cl)(=[O:16])[C:10]1[CH:15]=[CH:14][CH:13]=[CH:12][CH:11]=1, predict the reaction product. The product is: [I:1][C:2]1[CH:8]=[CH:7][CH:6]=[CH:5][C:3]=1[NH:4][C:9](=[O:16])[C:10]1[CH:15]=[CH:14][CH:13]=[CH:12][CH:11]=1. (5) The product is: [CH3:48][O:47][C:45]([C:41]1[CH:40]=[C:39]([C:32]2[CH:31]=[CH:2][C:1]([O:4][C@@H:5]3[C@@H:6]([OH:7])[C@@H:11]([OH:12])[C@H:16]([OH:17])[C@@H:21]([CH2:23][OH:24])[O:22]3)=[CH:38][C:33]=2[C:34]([O:36][CH3:37])=[O:35])[CH:44]=[CH:43][CH:42]=1)=[O:46]. Given the reactants [C:1]([O:4][C@H:5]1[O:22][C@H:21]([CH2:23][O:24]C(=O)C)[C@@H:16]([O:17]C(=O)C)[C@H:11]([O:12]C(=O)C)[C@@H:6]1[O:7]C(=O)C)(=O)[CH3:2].OC1C=[CH:31][C:32]([C:39]2[CH:44]=[CH:43][CH:42]=[C:41]([C:45]([O:47][CH3:48])=[O:46])[CH:40]=2)=[C:33]([CH:38]=1)[C:34]([O:36][CH3:37])=[O:35], predict the reaction product.